From a dataset of Peptide-MHC class I binding affinity with 185,985 pairs from IEDB/IMGT. Regression. Given a peptide amino acid sequence and an MHC pseudo amino acid sequence, predict their binding affinity value. This is MHC class I binding data. The peptide sequence is RIRTWKSLVK. The MHC is HLA-B18:01 with pseudo-sequence HLA-B18:01. The binding affinity (normalized) is 0.